From a dataset of Forward reaction prediction with 1.9M reactions from USPTO patents (1976-2016). Predict the product of the given reaction. Given the reactants [BH4-].[Na+].[CH2:3]([N:10]=[C:11]([CH3:17])[CH:12]([O:15][CH3:16])[O:13][CH3:14])[C:4]1[CH:9]=[CH:8][CH:7]=[CH:6][CH:5]=1, predict the reaction product. The product is: [CH2:3]([NH:10][CH:11]([CH3:17])[CH:12]([O:15][CH3:16])[O:13][CH3:14])[C:4]1[CH:9]=[CH:8][CH:7]=[CH:6][CH:5]=1.